Task: Binary Classification. Given a drug SMILES string, predict its activity (active/inactive) in a high-throughput screening assay against a specified biological target.. Dataset: HIV replication inhibition screening data with 41,000+ compounds from the AIDS Antiviral Screen (1) The compound is O=C(c1ccccc1)C12COc3ccccc3C1ON=C2c1ccccc1. The result is 0 (inactive). (2) The molecule is COc1ccc(C(CC(=O)c2ccc3c(c2)OCO3)c2c(O)c3ccccc3oc2=O)cc1OC. The result is 0 (inactive). (3) The compound is CC(=O)NC1C(OCc2ccccc2)OC(CO)C(O)C1OCC(=O)N1CCCC1C(=O)NC(CCC(=O)NCCCCCNc1c2ccccc2nc2cccc([N+](=O)[O-])c12)C(N)=O. The result is 0 (inactive). (4) The molecule is [CH2-][Pd-2]1([CH2-])[N+](c2ccc(C(F)(F)F)cc2)=Cc2cccc[n+]21. The result is 0 (inactive). (5) The drug is CC1Oc2c3c(cc(O)c2C(=O)C1C)OC(C)(C)CC3. The result is 0 (inactive). (6) The compound is BrC=C(Br)C[N+]12CN3CN(CN(C3)C1)C2. The result is 0 (inactive). (7) The drug is CC(C)[Si]1(C(C)C)OCC2OC(n3ccc(=O)[nH]c3=O)C([Se]c3ccccc3)C2O[Si](C(C)C)(C(C)C)O1. The result is 0 (inactive).